Dataset: Catalyst prediction with 721,799 reactions and 888 catalyst types from USPTO. Task: Predict which catalyst facilitates the given reaction. (1) Reactant: [OH:1][C:2]1[CH:11]=[C:10]2[C:5]([CH2:6][C@@H:7]([C:19](=[O:31])[NH:20][C@H:21]3[C:30]4[C:25](=[CH:26][CH:27]=[CH:28][CH:29]=4)[CH2:24][CH2:23][CH2:22]3)[N:8]([C:12]([O:14][C:15]([CH3:18])([CH3:17])[CH3:16])=[O:13])[CH2:9]2)=[CH:4][CH:3]=1.C1C=CC(P(C2C=CC=CC=2)C2C=CC=CC=2)=CC=1.O[C@H:52]1[CH2:56][N:55]([C:57]([O:59][C:60]([CH3:63])([CH3:62])[CH3:61])=[O:58])[C@H:54]([C:64]([O:66][CH3:67])=[O:65])[CH2:53]1.C1CCN(C(N=NC(N2CCCCC2)=O)=O)CC1. Product: [C:15]([O:14][C:12]([N:8]1[C@H:7]([C:19](=[O:31])[NH:20][C@H:21]2[C:30]3[C:25](=[CH:26][CH:27]=[CH:28][CH:29]=3)[CH2:24][CH2:23][CH2:22]2)[CH2:6][C:5]2[C:10](=[CH:11][C:2]([O:1][C@@H:52]3[CH2:56][N:55]([C:57]([O:59][C:60]([CH3:63])([CH3:62])[CH3:61])=[O:58])[C@H:54]([C:64]([O:66][CH3:67])=[O:65])[CH2:53]3)=[CH:3][CH:4]=2)[CH2:9]1)=[O:13])([CH3:16])([CH3:17])[CH3:18]. The catalyst class is: 2. (2) Reactant: [Cl:1][C:2]1[CH:7]=[CH:6][C:5]([C:8]2[C:12]3[CH2:13][N:14]([C:17](=[O:19])[CH3:18])[CH2:15][CH2:16][C:11]=3[NH:10][N:9]=2)=[CH:4][C:3]=1[N+:20]([O-:22])=[O:21].[C:23](=O)([O-])[O-].[Cs+].[Cs+].C([CH:31]1[O:33][CH2:32]1)Cl. Product: [Cl:1][C:2]1[CH:7]=[CH:6][C:5]([C:8]2[C:12]3[CH:13]([CH3:23])[N:14]([C:17](=[O:19])[CH3:18])[CH2:15][CH2:16][C:11]=3[N:10]([CH:32]3[CH2:31][O:33]3)[N:9]=2)=[CH:4][C:3]=1[N+:20]([O-:22])=[O:21]. The catalyst class is: 248. (3) Reactant: [OH:1][C:2]1[CH:10]=[CH:9][C:5]([C:6]([OH:8])=[O:7])=[CH:4][CH:3]=1.[OH-].[Na+].[C:13](Cl)(=[O:22])[CH2:14][CH2:15][CH2:16][CH2:17][CH2:18][CH2:19][CH2:20][CH3:21].Cl. Product: [C:13]([O:1][C:2]1[CH:10]=[CH:9][C:5]([C:6]([OH:8])=[O:7])=[CH:4][CH:3]=1)(=[O:22])[CH2:14][CH2:15][CH2:16][CH2:17][CH2:18][CH2:19][CH2:20][CH3:21]. The catalyst class is: 657. (4) Reactant: [CH3:1][O:2][N:3]([CH3:18])[C:4]1[N:9]=[C:8]([NH:10][CH2:11][CH2:12][CH3:13])[N:7]=[C:6]([NH:14][CH2:15][C:16]#[CH:17])[N:5]=1.[OH:19][S:20]([OH:23])(=[O:22])=[O:21]. Product: [S:20]([OH:23])([OH:22])(=[O:21])=[O:19].[CH3:1][O:2][N:3]([CH3:18])[C:4]1[N:5]=[C:6]([NH:14][CH2:15][CH2:16][CH3:17])[N:7]=[C:8]([NH:10][CH2:11][C:12]#[CH:13])[N:9]=1. The catalyst class is: 27. (5) Reactant: [CH3:1][N:2]1[CH2:15][CH2:14][C:5]2[NH:6][C:7]3[CH:8]=[CH:9][C:10]([CH3:13])=[CH:11][C:12]=3[C:4]=2[CH2:3]1.Br[C:17]1[CH:18]=[C:19]([N:23]([CH3:25])[CH3:24])[CH:20]=[CH:21][CH:22]=1.[O-]P([O-])([O-])=O.[K+].[K+].[K+].N1CCC[C@H]1C(O)=O. Product: [CH3:1][N:2]1[CH2:15][CH2:14][C:5]2[N:6]([C:17]3[CH:18]=[C:19]([N:23]([CH3:25])[CH3:24])[CH:20]=[CH:21][CH:22]=3)[C:7]3[CH:8]=[CH:9][C:10]([CH3:13])=[CH:11][C:12]=3[C:4]=2[CH2:3]1. The catalyst class is: 580.